Dataset: CYP3A4 substrate classification data from Carbon-Mangels et al.. Task: Regression/Classification. Given a drug SMILES string, predict its absorption, distribution, metabolism, or excretion properties. Task type varies by dataset: regression for continuous measurements (e.g., permeability, clearance, half-life) or binary classification for categorical outcomes (e.g., BBB penetration, CYP inhibition). Dataset: cyp3a4_substrate_carbonmangels. (1) The molecule is C[C@]12CC(=O)[C@H]3[C@@H](CCC4=CC(=O)C=C[C@@]43C)[C@@H]1CC[C@]2(O)C(=O)CO. The result is 1 (substrate). (2) The molecule is CCCN1CCC[C@@H]2Cc3nc(N)ncc3C[C@H]21. The result is 0 (non-substrate). (3) The drug is C#C[C@]1(O)CC[C@H]2[C@@H]3CCC4=Cc5oncc5C[C@]4(C)[C@H]3CC[C@@]21C. The result is 0 (non-substrate).